Dataset: Catalyst prediction with 721,799 reactions and 888 catalyst types from USPTO. Task: Predict which catalyst facilitates the given reaction. (1) Reactant: [Cl:1][C:2]1[CH:3]=[C:4]([NH:16][C:17]2[C:18]3[C:25]4[CH:26]=[CH:27][C:28]([CH2:30][CH2:31][OH:32])=[CH:29][C:24]=4[S:23][C:19]=3[N:20]=[CH:21][N:22]=2)[CH:5]=[CH:6][C:7]=1[O:8][CH2:9][C:10]1[CH:15]=[CH:14][CH:13]=[CH:12][N:11]=1.Cl[S:34]([NH2:37])(=[O:36])=[O:35]. Product: [S:34](=[O:36])(=[O:35])([O:32][CH2:31][CH2:30][C:28]1[CH:27]=[CH:26][C:25]2[C:18]3[C:17]([NH:16][C:4]4[CH:5]=[CH:6][C:7]([O:8][CH2:9][C:10]5[CH:15]=[CH:14][CH:13]=[CH:12][N:11]=5)=[C:2]([Cl:1])[CH:3]=4)=[N:22][CH:21]=[N:20][C:19]=3[S:23][C:24]=2[CH:29]=1)[NH2:37]. The catalyst class is: 80. (2) Reactant: [CH3:1]C(C)([O-])C.[Na+].COC1C=[C:17]2[C:12]([CH2:13][CH2:14][C:15](=[O:19])[CH2:16]2)=[CH:11][CH:10]=1.CI.O.[CH2:23]1[CH2:27][O:26][CH2:25][CH2:24]1. Product: [CH3:25][O:26][C:27]1[CH:23]=[C:24]2[C:12]([CH2:17][CH2:16][C:15](=[O:19])[C:14]2([CH3:13])[CH3:1])=[CH:11][CH:10]=1. The catalyst class is: 25. (3) Reactant: [Cl:1][C:2]1[CH:15]=[C:14]([N:16]=[C:17]=[S:18])[C:13]([CH3:19])=[CH:12][C:3]=1[O:4][CH2:5][CH2:6][CH2:7][Si:8]([CH3:11])([CH3:10])[CH3:9].[CH2:20]([NH:22][CH3:23])[CH3:21]. Product: [Cl:1][C:2]1[C:3]([O:4][CH2:5][CH2:6][CH2:7][Si:8]([CH3:9])([CH3:11])[CH3:10])=[CH:12][C:13]([CH3:19])=[C:14]([NH:16][C:17](=[S:18])[N:22]([CH2:20][CH3:21])[CH3:23])[CH:15]=1. The catalyst class is: 7. (4) Reactant: [C:1]([C:5]1[CH:18]=[CH:17][C:8](/[CH:9]=[N:10]/[CH2:11][C:12]([O:14][CH2:15][CH3:16])=[O:13])=[CH:7][CH:6]=1)([CH3:4])([CH3:3])[CH3:2].[Br-].[Li+].C(N(CC)CC)C.[CH:28]([S:30]([C:33]1[CH:38]=[CH:37][CH:36]=[CH:35][CH:34]=1)(=[O:32])=[O:31])=[CH2:29].C(OC(C)=O)(C)C. Product: [CH2:15]([O:14][C:12]([CH:11]1[CH2:29][CH:28]([S:30]([C:33]2[CH:38]=[CH:37][CH:36]=[CH:35][CH:34]=2)(=[O:31])=[O:32])[CH:9]([C:8]2[CH:17]=[CH:18][C:5]([C:1]([CH3:2])([CH3:4])[CH3:3])=[CH:6][CH:7]=2)[NH:10]1)=[O:13])[CH3:16]. The catalyst class is: 1. (5) Reactant: [F:1][C:2]1[CH:3]=[C:4]([Si:11]([CH3:14])([CH3:13])[CH3:12])[CH:5]=[CH:6][C:7]=1[N+:8]([O-])=O. Product: [F:1][C:2]1[CH:3]=[C:4]([Si:11]([CH3:13])([CH3:12])[CH3:14])[CH:5]=[CH:6][C:7]=1[NH2:8]. The catalyst class is: 45. (6) Reactant: Cl.[NH2:2]O.[C:4](=[O:7])([O-])O.[Na+].[C:9]([CH2:11][CH2:12][N:13]1[C:17]2[CH:18]=[CH:19][CH:20]=[CH:21][C:16]=2[N:15]=[C:14]1[C:22]([N:24]([CH2:46][CH:47]([CH3:49])[CH3:48])[C@H:25]1[CH2:30][C@@H:29]([C:31]([N:33]2[CH2:38][CH2:37][O:36][CH2:35][CH2:34]2)=[O:32])[CH2:28][N:27]([C:39]([O:41][C:42]([CH3:45])([CH3:44])[CH3:43])=[O:40])[CH2:26]1)=[O:23])#[N:10]. Product: [CH3:48][CH:47]([CH3:49])[CH2:46][N:24]([C:22]([C:14]1[N:13]([CH2:12][CH2:11][C:9]2[N:2]=[CH:4][O:7][N:10]=2)[C:17]2[CH:18]=[CH:19][CH:20]=[CH:21][C:16]=2[N:15]=1)=[O:23])[C@H:25]1[CH2:30][C@@H:29]([C:31]([N:33]2[CH2:34][CH2:35][O:36][CH2:37][CH2:38]2)=[O:32])[CH2:28][N:27]([C:39]([O:41][C:42]([CH3:43])([CH3:44])[CH3:45])=[O:40])[CH2:26]1. The catalyst class is: 58. (7) Reactant: [CH3:1][O:2][C:3]1[CH:4]=[C:5]2[C:10](=[CH:11][C:12]=1[O:13][CH3:14])[N:9]=[CH:8][N:7]=[C:6]2[O:15][C:16]1[CH:22]=[CH:21][C:19]([NH2:20])=[CH:18][CH:17]=1.ClC(Cl)(O[C:27](=[O:33])OC(Cl)(Cl)Cl)Cl.Cl.[CH2:36]([NH2:39])[CH:37]=[CH2:38].CO. Product: [CH2:36]([NH:39][C:27]([NH:20][C:19]1[CH:21]=[CH:22][C:16]([O:15][C:6]2[C:5]3[C:10](=[CH:11][C:12]([O:13][CH3:14])=[C:3]([O:2][CH3:1])[CH:4]=3)[N:9]=[CH:8][N:7]=2)=[CH:17][CH:18]=1)=[O:33])[CH:37]=[CH2:38]. The catalyst class is: 542. (8) Reactant: [CH2:1]([NH:3][C:4](=[O:32])[NH:5][C:6]1[N:11]=[CH:10][C:9]([C:12]2[C:13](F)=[N:14][CH:15]=[C:16]([C:18]([O:20]C)=[O:19])[CH:17]=2)=[C:8]([C:23]2[S:24][CH:25]=[C:26]([C:28]([F:31])([F:30])[F:29])[N:27]=2)[CH:7]=1)[CH3:2].[CH3:33][N:34]1[C:39]([CH3:41])([CH3:40])[CH2:38][CH:37]([OH:42])[CH2:36][C:35]1([CH3:44])[CH3:43]. Product: [CH2:1]([NH:3][C:4](=[O:32])[NH:5][C:6]1[N:11]=[CH:10][C:9]([C:12]2[C:13]([O:42][CH:37]3[CH2:36][C:35]([CH3:43])([CH3:44])[N:34]([CH3:33])[C:39]([CH3:41])([CH3:40])[CH2:38]3)=[N:14][CH:15]=[C:16]([C:18]([OH:20])=[O:19])[CH:17]=2)=[C:8]([C:23]2[S:24][CH:25]=[C:26]([C:28]([F:30])([F:31])[F:29])[N:27]=2)[CH:7]=1)[CH3:2]. The catalyst class is: 9.